This data is from Catalyst prediction with 721,799 reactions and 888 catalyst types from USPTO. The task is: Predict which catalyst facilitates the given reaction. Reactant: [NH:1]1[CH2:6][CH2:5][C:4]2([O:11][C:10]3[C:12]4[C:17]([C:18](=[O:21])[C:19](=[O:20])[C:9]=3[S:8][CH2:7]2)=[CH:16][CH:15]=[CH:14][CH:13]=4)[CH2:3][CH2:2]1.[C:22](Cl)(=[O:24])[CH3:23].C(N(CC)CC)C. Product: [C:22]([N:1]1[CH2:2][CH2:3][C:4]2([O:11][C:10]3[C:12]4[C:17]([C:18](=[O:21])[C:19](=[O:20])[C:9]=3[S:8][CH2:7]2)=[CH:16][CH:15]=[CH:14][CH:13]=4)[CH2:5][CH2:6]1)(=[O:24])[CH3:23]. The catalyst class is: 4.